Task: Regression. Given two drug SMILES strings and cell line genomic features, predict the synergy score measuring deviation from expected non-interaction effect.. Dataset: NCI-60 drug combinations with 297,098 pairs across 59 cell lines (1) Drug 1: CC(C1=C(C=CC(=C1Cl)F)Cl)OC2=C(N=CC(=C2)C3=CN(N=C3)C4CCNCC4)N. Drug 2: CCCS(=O)(=O)NC1=C(C(=C(C=C1)F)C(=O)C2=CNC3=C2C=C(C=N3)C4=CC=C(C=C4)Cl)F. Cell line: ACHN. Synergy scores: CSS=26.9, Synergy_ZIP=-6.12, Synergy_Bliss=-2.67, Synergy_Loewe=-5.42, Synergy_HSA=-2.81. (2) Drug 1: CNC(=O)C1=NC=CC(=C1)OC2=CC=C(C=C2)NC(=O)NC3=CC(=C(C=C3)Cl)C(F)(F)F. Drug 2: CN1C2=C(C=C(C=C2)N(CCCl)CCCl)N=C1CCCC(=O)O.Cl. Cell line: NCI-H460. Synergy scores: CSS=-0.0445, Synergy_ZIP=-0.347, Synergy_Bliss=-1.34, Synergy_Loewe=0.248, Synergy_HSA=-1.39. (3) Drug 1: C1=CC=C(C(=C1)C(C2=CC=C(C=C2)Cl)C(Cl)Cl)Cl. Drug 2: COCCOC1=C(C=C2C(=C1)C(=NC=N2)NC3=CC=CC(=C3)C#C)OCCOC.Cl. Cell line: OVCAR-4. Synergy scores: CSS=1.97, Synergy_ZIP=-0.961, Synergy_Bliss=-0.397, Synergy_Loewe=-1.04, Synergy_HSA=-1.03. (4) Drug 1: COC1=C(C=C2C(=C1)N=CN=C2NC3=CC(=C(C=C3)F)Cl)OCCCN4CCOCC4. Drug 2: CC1C(C(=O)NC(C(=O)N2CCCC2C(=O)N(CC(=O)N(C(C(=O)O1)C(C)C)C)C)C(C)C)NC(=O)C3=C4C(=C(C=C3)C)OC5=C(C(=O)C(=C(C5=N4)C(=O)NC6C(OC(=O)C(N(C(=O)CN(C(=O)C7CCCN7C(=O)C(NC6=O)C(C)C)C)C)C(C)C)C)N)C. Cell line: OVCAR-5. Synergy scores: CSS=55.1, Synergy_ZIP=8.56, Synergy_Bliss=11.2, Synergy_Loewe=11.0, Synergy_HSA=10.7.